Dataset: Full USPTO retrosynthesis dataset with 1.9M reactions from patents (1976-2016). Task: Predict the reactants needed to synthesize the given product. (1) Given the product [C:1]([O:5][C:6]([N:8]1[CH2:12][CH2:11][C@H:10]([N:13]([C:14]2[CH:19]=[CH:18][C:17]([F:20])=[C:16]([Cl:21])[CH:15]=2)[C:23]2[CH:24]=[N:25][CH:26]=[CH:27][CH:28]=2)[CH2:9]1)=[O:7])([CH3:4])([CH3:2])[CH3:3], predict the reactants needed to synthesize it. The reactants are: [C:1]([O:5][C:6]([N:8]1[CH2:12][CH2:11][C@H:10]([NH:13][C:14]2[CH:19]=[CH:18][C:17]([F:20])=[C:16]([Cl:21])[CH:15]=2)[CH2:9]1)=[O:7])([CH3:4])([CH3:3])[CH3:2].Br[C:23]1[CH:24]=[N:25][CH:26]=[CH:27][CH:28]=1.CC1(C)C2C=CC=C(P(C3C=CC=CC=3)C3C=CC=CC=3)C=2OC2C1=CC=CC=2P(C1C=CC=CC=1)C1C=CC=CC=1.CC(C)([O-])C.[Na+]. (2) Given the product [C:74]([O:77][C:78]([NH:1][C:2]1[CH:59]=[C:58]([O:60][Si:61]([CH:68]([CH3:70])[CH3:69])([CH:65]([CH3:67])[CH3:66])[CH:62]([CH3:63])[CH3:64])[C:57]([O:71][CH3:72])=[CH:56][C:3]=1[C:4]([N:6]1[C@H:10]([CH2:11][O:12][Si:13]([C:16]([CH3:19])([CH3:17])[CH3:18])([CH3:15])[CH3:14])[CH2:9][C:8]([C:20]2[CH:21]=[CH:22][C:23]([NH:26][C:27](=[O:55])[C@@H:28]([NH:30][C:31](=[O:54])[C@@H:32]([NH:36][C:37](=[O:53])[O:38][CH2:39][CH:40]3[C:41]4[CH:42]=[CH:43][CH:44]=[CH:45][C:46]=4[C:47]4[C:52]3=[CH:51][CH:50]=[CH:49][CH:48]=4)[CH:33]([CH3:34])[CH3:35])[CH3:29])=[CH:24][CH:25]=2)=[CH:7]1)=[O:5])=[O:79])([CH3:76])([CH3:75])[CH3:73], predict the reactants needed to synthesize it. The reactants are: [NH2:1][C:2]1[CH:59]=[C:58]([O:60][Si:61]([CH:68]([CH3:70])[CH3:69])([CH:65]([CH3:67])[CH3:66])[CH:62]([CH3:64])[CH3:63])[C:57]([O:71][CH3:72])=[CH:56][C:3]=1[C:4]([N:6]1[C@H:10]([CH2:11][O:12][Si:13]([C:16]([CH3:19])([CH3:18])[CH3:17])([CH3:15])[CH3:14])[CH2:9][C:8]([C:20]2[CH:25]=[CH:24][C:23]([NH:26][C:27](=[O:55])[C@@H:28]([NH:30][C:31](=[O:54])[C@@H:32]([NH:36][C:37](=[O:53])[O:38][CH2:39][CH:40]3[C:52]4[CH:51]=[CH:50][CH:49]=[CH:48][C:47]=4[C:46]4[C:41]3=[CH:42][CH:43]=[CH:44][CH:45]=4)[CH:33]([CH3:35])[CH3:34])[CH3:29])=[CH:22][CH:21]=2)=[CH:7]1)=[O:5].[CH3:73][C:74]([O:77][C:78](O[C:78]([O:77][C:74]([CH3:76])([CH3:75])[CH3:73])=[O:79])=[O:79])([CH3:76])[CH3:75].C(Cl)(Cl)Cl.